Regression. Given two drug SMILES strings and cell line genomic features, predict the synergy score measuring deviation from expected non-interaction effect. From a dataset of NCI-60 drug combinations with 297,098 pairs across 59 cell lines. (1) Drug 1: CC1C(C(CC(O1)OC2CC(CC3=C2C(=C4C(=C3O)C(=O)C5=C(C4=O)C(=CC=C5)OC)O)(C(=O)CO)O)N)O.Cl. Drug 2: CC(C)NC(=O)C1=CC=C(C=C1)CNNC.Cl. Cell line: NCI-H460. Synergy scores: CSS=23.0, Synergy_ZIP=7.16, Synergy_Bliss=14.6, Synergy_Loewe=9.18, Synergy_HSA=10.9. (2) Drug 1: COC1=CC(=CC(=C1O)OC)C2C3C(COC3=O)C(C4=CC5=C(C=C24)OCO5)OC6C(C(C7C(O6)COC(O7)C8=CC=CS8)O)O. Drug 2: C1=CC(=CC=C1CC(C(=O)O)N)N(CCCl)CCCl.Cl. Cell line: OVCAR-4. Synergy scores: CSS=10.1, Synergy_ZIP=3.28, Synergy_Bliss=8.61, Synergy_Loewe=3.49, Synergy_HSA=4.98.